Dataset: Reaction yield outcomes from USPTO patents with 853,638 reactions. Task: Predict the reaction yield, written as a fraction of the theoretical maximum amount of product (1.0 means a 100% yield; for example, 0.34 means a 34% yield). (1) The reactants are COC1OCC([CH2:9][O:10][C:11]2[CH:16]=[CH:15][N:14]=[C:13]([CH2:17][S:18]([C:20]3[NH:24][C:23]4[CH:25]=[CH:26][CH:27]=[CH:28][C:22]=4[N:21]=3)=[O:19])[C:12]=2[CH3:29])CO1.[Na:30].COC1OCC(COC2C=CN=C(CS(C3NC4C=CC=CC=4N=3)=O)C=2C)CO1.[CH3:60][O:61][CH2:62][C:63]1([CH2:69]CO)[O:68][CH2:67][CH2:66][CH2:65][O:64]1. No catalyst specified. The product is [Na:30].[CH3:60][O:61][CH2:62][C:63]1([CH2:69][CH2:9][O:10][C:11]2[CH:16]=[CH:15][N:14]=[C:13]([CH2:17][S:18]([C:20]3[NH:24][C:23]4[CH:25]=[CH:26][CH:27]=[CH:28][C:22]=4[N:21]=3)=[O:19])[C:12]=2[CH3:29])[O:68][CH2:67][CH2:66][CH2:65][O:64]1. The yield is 0.0700. (2) The reactants are [Cl:1]N1C(=O)CCC1=O.C(O)(=O)C.C(NC(=O)[O-])C.[CH3:19][O:20][C:21]1[CH:22]=[CH:23][C:24]2[CH:25]([CH3:33])[CH:26]3[CH2:30][NH:29][CH2:28][CH:27]3[C:31]=2[CH:32]=1. The catalyst is ClCCCl.C(Cl)Cl. The product is [Cl:1][C:32]1[C:31]2[CH:27]3[CH2:28][NH:29][CH2:30][CH:26]3[CH:25]([CH3:33])[C:24]=2[CH:23]=[CH:22][C:21]=1[O:20][CH3:19]. The yield is 0.0600. (3) The yield is 0.750. No catalyst specified. The product is [C:69]1([B-:56]([C:50]2[CH:51]=[CH:52][CH:53]=[CH:54][CH:55]=2)([C:57]2[CH:58]=[CH:59][CH:60]=[CH:61][CH:62]=2)[C:63]2[CH:68]=[CH:67][CH:66]=[CH:65][CH:64]=2)[CH:70]=[CH:71][CH:72]=[CH:73][CH:74]=1.[CH:14]1([PH+:7]([CH:1]2[CH2:2][CH2:3][CH2:4][CH2:5][CH2:6]2)[CH:8]2[CH2:13][CH2:12][CH2:11][CH2:10][CH2:9]2)[CH2:15][CH2:16][CH2:17][CH2:18][CH2:19]1. The reactants are [CH:1]1([P:7]([CH:14]2[CH2:19][CH2:18][CH2:17][CH2:16][CH2:15]2)[CH:8]2[CH2:13][CH2:12][CH2:11][CH2:10][CH2:9]2)[CH2:6][CH2:5][CH2:4][CH2:3][CH2:2]1.F[B-](F)(F)F.[H+].F[B-](F)(F)F.C1([PH+](C2CCCCC2)C2CCCCC2)CCCCC1.[C:50]1([B-:56]([C:69]2[CH:74]=[CH:73][CH:72]=[CH:71][CH:70]=2)([C:63]2[CH:68]=[CH:67][CH:66]=[CH:65][CH:64]=2)[C:57]2[CH:62]=[CH:61][CH:60]=[CH:59][CH:58]=2)[CH:55]=[CH:54][CH:53]=[CH:52][CH:51]=1.[Na+]. (4) The reactants are [Br:1][C:2]1[CH:7]=[CH:6][C:5]([N:8]2[C:17](=[O:18])[C:16]3[C:11](=[CH:12][CH:13]=[CH:14][CH:15]=3)[N:10]=[C:9]2[C:19]2[CH:24]=[CH:23][C:22]([N+]([O-])=O)=[C:21](/[CH:28]=[CH:29]/[N:30](C)C)[CH:20]=2)=[CH:4][CH:3]=1.[OH-].[Na+]. The catalyst is CC(O)=O.[Zn]. The product is [Br:1][C:2]1[CH:3]=[CH:4][C:5]([N:8]2[C:17](=[O:18])[C:16]3[C:11](=[CH:12][CH:13]=[CH:14][CH:15]=3)[N:10]=[C:9]2[C:19]2[CH:20]=[C:21]3[C:22](=[CH:23][CH:24]=2)[NH:30][CH:29]=[CH:28]3)=[CH:6][CH:7]=1. The yield is 0.180.